This data is from Catalyst prediction with 721,799 reactions and 888 catalyst types from USPTO. The task is: Predict which catalyst facilitates the given reaction. (1) Reactant: [CH3:1][S:2]([C:5]1[CH:6]=[CH:7][C:8]([C@@H:11]([OH:21])[C@H:12]([NH:15][C:16]([CH:18]([Cl:20])[Cl:19])=[O:17])[CH2:13][OH:14])=[CH:9][CH:10]=1)(=[O:4])=[O:3].Cl[C:23](OCC)=[O:24].C(N(CC)CC)C.O. Product: [Cl:19][CH:18]([Cl:20])[C:16]([N:15]1[C@H:12]([CH2:13][OH:14])[C@@H:11]([C:8]2[CH:7]=[CH:6][C:5]([S:2]([CH3:1])(=[O:3])=[O:4])=[CH:10][CH:9]=2)[O:21][C:23]1=[O:24])=[O:17]. The catalyst class is: 5. (2) Reactant: [C:1]([O:5][C:6]([N:8]1[C@@H:12]([CH2:13][CH2:14][C:15]2[CH:20]=[CH:19][C:18]([NH2:21])=[CH:17][CH:16]=2)[CH2:11][O:10][C:9]1([CH3:23])[CH3:22])=[O:7])([CH3:4])([CH3:3])[CH3:2].Br[C:25]1[CH:30]=[CH:29][C:28]([Cl:31])=[CH:27][CH:26]=1.C(=O)([O-])[O-].[Cs+].[Cs+]. Product: [C:1]([O:5][C:6]([N:8]1[C@@H:12]([CH2:13][CH2:14][C:15]2[CH:16]=[CH:17][C:18]([NH:21][C:25]3[CH:30]=[CH:29][C:28]([Cl:31])=[CH:27][CH:26]=3)=[CH:19][CH:20]=2)[CH2:11][O:10][C:9]1([CH3:23])[CH3:22])=[O:7])([CH3:4])([CH3:2])[CH3:3]. The catalyst class is: 12. (3) Reactant: Cl[C:2]1[CH:7]=[CH:6][N:5]=[CH:4][C:3]=1[N+:8]([O-:10])=[O:9].[CH3:11][N:12]([CH3:17])[CH2:13][CH2:14][NH:15][CH3:16].CCN(C(C)C)C(C)C. Product: [CH3:11][N:12]([CH3:17])[CH2:13][CH2:14][N:15]([CH3:16])[C:2]1[CH:7]=[CH:6][N:5]=[CH:4][C:3]=1[N+:8]([O-:10])=[O:9]. The catalyst class is: 14. (4) Reactant: [Br:1][C:2]1[CH:3]=[N:4][CH:5]=[C:6]([CH:10]=1)[C:7](Cl)=[O:8].CCN(CC)CC.[CH2:18]([NH2:25])[C:19]1[CH:24]=[CH:23][CH:22]=[CH:21][CH:20]=1. Product: [CH2:18]([NH:25][C:7](=[O:8])[C:6]1[CH:10]=[C:2]([Br:1])[CH:3]=[N:4][CH:5]=1)[C:19]1[CH:24]=[CH:23][CH:22]=[CH:21][CH:20]=1. The catalyst class is: 34. (5) Reactant: CCN(C(C)C)C(C)C.[OH:10][C:11]1[CH:12]=[CH:13][CH:14]=[C:15]2[C:20]=1[O:19][C:18](=[O:21])[C:17]([C:22]([OH:24])=O)=[CH:16]2.CN(C(ON1N=NC2C=CC=NC1=2)=[N+](C)C)C.F[P-](F)(F)(F)(F)F.[F:49][C:50]1[CH:51]=[C:52]([C:57]2[CH:62]=[CH:61][CH:60]=[C:59]([NH2:63])[CH:58]=2)[CH:53]=[C:54]([F:56])[CH:55]=1. Product: [F:49][C:50]1[CH:51]=[C:52]([C:57]2[CH:62]=[CH:61][CH:60]=[C:59]([NH:63][C:22]([C:17]3[C:18](=[O:21])[O:19][C:20]4[C:15]([CH:16]=3)=[CH:14][CH:13]=[CH:12][C:11]=4[OH:10])=[O:24])[CH:58]=2)[CH:53]=[C:54]([F:56])[CH:55]=1. The catalyst class is: 3. (6) Reactant: [H-].[Na+].[NH:3]1[CH:7]=[C:6]([C:8]2[CH:9]=[N:10][CH:11]=[CH:12][CH:13]=2)[N:5]=[CH:4]1.Cl[CH2:15][CH2:16][CH2:17][C:18]([O:20][CH3:21])=[O:19]. Product: [N:10]1[CH:11]=[CH:12][CH:13]=[C:8]([C:6]2[N:5]=[CH:4][N:3]([CH2:15][CH2:16][CH2:17][C:18]([O:20][CH3:21])=[O:19])[CH:7]=2)[CH:9]=1. The catalyst class is: 3. (7) Reactant: F[C:2]1[C:9]([O:10][C:11]([F:14])([F:13])[F:12])=[CH:8][CH:7]=[CH:6][C:3]=1[CH:4]=O.[C:15]([O:19][CH3:20])(=[O:18])[CH2:16][SH:17].C(=O)([O-])[O-].[K+].[K+].CN(C)C=O. The catalyst class is: 6. Product: [F:12][C:11]([F:14])([F:13])[O:10][C:9]1[CH:8]=[CH:7][C:6]2[S:17][C:16]([C:15]([O:19][CH3:20])=[O:18])=[CH:4][C:3]=2[CH:2]=1. (8) Reactant: [Cl:1][C:2]1[CH:18]=[CH:17][C:5]2[CH2:6][CH2:7][N:8]([C:11](=[O:16])[C:12]([F:15])([F:14])[F:13])[CH2:9][CH2:10][C:4]=2[C:3]=1OS(C(F)(F)F)(=O)=O.[CH:27]1([CH2:30][NH:31][C:32]2[S:36][N:35]=[C:34]([C:37]3[CH:44]=[CH:43][C:40]([CH2:41][NH2:42])=[CH:39][CH:38]=3)[CH:33]=2)[CH2:29][CH2:28]1. Product: [Cl:1][C:2]1[CH:18]=[CH:17][C:5]2[CH2:6][CH2:7][N:8]([C:11](=[O:16])[C:12]([F:15])([F:13])[F:14])[CH2:9][CH2:10][C:4]=2[C:3]=1[NH:42][CH2:41][C:40]1[CH:39]=[CH:38][C:37]([C:34]2[CH:33]=[C:32]([NH:31][CH2:30][CH:27]3[CH2:29][CH2:28]3)[S:36][N:35]=2)=[CH:44][CH:43]=1. The catalyst class is: 11. (9) Product: [Cl:1][C:2]1[CH:3]=[CH:4][C:5]([C:22]2[NH:37][N:36]=[N:35][N:23]=2)=[C:6]2[C:11]=1[N:10]=[C:9]([CH3:12])[C:8]([CH2:13][C:14]1[CH:19]=[CH:18][C:17]([Cl:20])=[CH:16][CH:15]=1)=[C:7]2[CH3:21]. The catalyst class is: 13. Reactant: [Cl:1][C:2]1[C:11]2[N:10]=[C:9]([CH3:12])[C:8]([CH2:13][C:14]3[CH:19]=[CH:18][C:17]([Cl:20])=[CH:16][CH:15]=3)=[C:7]([CH3:21])[C:6]=2[C:5]([C:22]#[N:23])=[CH:4][CH:3]=1.C1(C)C=CC=CC=1.C[Si]([N:35]=[N+:36]=[N-:37])(C)C.C([Sn](=O)CCCC)CCC. (10) Reactant: [CH3:1][N:2]1[C:10]2[C:5](=[N:6][C:7]([CH3:27])=[C:8]([CH:18]([CH2:24][CH2:25][CH3:26])[C:19]([O:21]CC)=[O:20])[C:9]=2[C:11]2[CH:16]=[CH:15][C:14]([CH3:17])=[CH:13][CH:12]=2)[N:4]=[C:3]1[CH3:28].[OH-].[Na+]. Product: [CH3:1][N:2]1[C:10]2[C:5](=[N:6][C:7]([CH3:27])=[C:8]([CH:18]([CH2:24][CH2:25][CH3:26])[C:19]([OH:21])=[O:20])[C:9]=2[C:11]2[CH:12]=[CH:13][C:14]([CH3:17])=[CH:15][CH:16]=2)[N:4]=[C:3]1[CH3:28]. The catalyst class is: 645.